From a dataset of Catalyst prediction with 721,799 reactions and 888 catalyst types from USPTO. Predict which catalyst facilitates the given reaction. (1) Reactant: Cl.[OH:2][CH:3]1[O:11][C@H:10]([CH2:12][OH:13])[C@@H:8]([OH:9])[C@H:6]([OH:7])[C@@H:4]1[NH2:5].C[O-].[Na+].[I:17][CH2:18][C:19](O[C:19](=[O:20])[CH2:18][I:17])=[O:20].C([O-])(O)=O.[Na+]. Product: [I:17][CH2:18][C:19]([NH:5][C@H:4]1[C@@H:6]([OH:7])[C@H:8]([OH:9])[C@@H:10]([CH2:12][OH:13])[O:11][CH:3]1[OH:2])=[O:20]. The catalyst class is: 5. (2) Product: [F:1][C:2]1[CH:3]=[C:4]([N:5]2[CH2:22][CH2:21][NH:20][CH2:19][CH2:18]2)[CH:6]=[CH:7][C:8]=1[F:9]. The catalyst class is: 51. Reactant: [F:1][C:2]1[CH:3]=[C:4]([CH:6]=[CH:7][C:8]=1[F:9])[NH2:5].C(=O)([O-])[O-].[Na+].[Na+].Cl.Cl[CH2:18][CH2:19][NH:20][CH2:21][CH2:22]Cl. (3) Reactant: Cl[C:2]1[N:7]=[CH:6][C:5]([C:8]2[CH:13]=[CH:12][CH:11]=[C:10]([CH3:14])[N:9]=2)=[CH:4][CH:3]=1.[CH2:15]([N:19]1[C:31]2[CH:30]=[C:29](B3OC(C)(C)C(C)(C)O3)[CH:28]=[C:27]([CH3:41])[C:26]=2[C:25]2[C:20]1=[CH:21][CH:22]=[CH:23][CH:24]=2)[CH:16]([CH3:18])[CH3:17].COCCOC. Product: [CH2:15]([N:19]1[C:31]2[CH:30]=[C:29]([C:2]3[N:7]=[CH:6][C:5]([C:8]4[CH:13]=[CH:12][CH:11]=[C:10]([CH3:14])[N:9]=4)=[CH:4][CH:3]=3)[CH:28]=[C:27]([CH3:41])[C:26]=2[C:25]2[C:20]1=[CH:21][CH:22]=[CH:23][CH:24]=2)[CH:16]([CH3:18])[CH3:17]. The catalyst class is: 103. (4) Reactant: P(Cl)(Cl)(Cl)(Cl)[Cl:2].N1C=CC=CC=1.[C:13]([CH:15]1[CH2:20][CH:19]2[CH2:21][CH2:22][CH:16]1[CH:17]=[CH:18]2)#[N:14]. Product: [Cl:2][C:15]1([C:13]#[N:14])[CH2:20][CH:19]2[CH2:21][CH2:22][CH:16]1[CH:17]=[CH:18]2. The catalyst class is: 22. (5) Reactant: [C:1]1([C:7]2[C:15]3[C:10](=[N:11][CH:12]=[C:13]([NH:16][C:17](=[O:33])[C:18]4[C:23]([F:24])=[CH:22][CH:21]=[C:20]([NH:25][S:26]([CH2:29][CH2:30][CH3:31])(=[O:28])=[O:27])[C:19]=4[F:32])[CH:14]=3)[NH:9][CH:8]=2)[CH2:6][CH2:5][CH2:4][CH2:3][CH:2]=1.[H][H]. Product: [CH:1]1([C:7]2[C:15]3[C:10](=[N:11][CH:12]=[C:13]([NH:16][C:17](=[O:33])[C:18]4[C:23]([F:24])=[CH:22][CH:21]=[C:20]([NH:25][S:26]([CH2:29][CH2:30][CH3:31])(=[O:28])=[O:27])[C:19]=4[F:32])[CH:14]=3)[NH:9][CH:8]=2)[CH2:2][CH2:3][CH2:4][CH2:5][CH2:6]1. The catalyst class is: 19. (6) Reactant: [NH2:1][C:2]1[CH:11]=[C:10]([Cl:12])[CH:9]=[CH:8][C:3]=1[C:4]([O:6][CH3:7])=[O:5].[CH2:13]([O:20][C:21]1[CH:26]=[CH:25][C:24]([S:27](Cl)(=[O:29])=[O:28])=[CH:23][CH:22]=1)[C:14]1[CH:19]=[CH:18][CH:17]=[CH:16][CH:15]=1.N1C=CC=CC=1. Product: [CH3:7][O:6][C:4](=[O:5])[C:3]1[CH:8]=[CH:9][C:10]([Cl:12])=[CH:11][C:2]=1[NH:1][S:27]([C:24]1[CH:23]=[CH:22][C:21]([O:20][CH2:13][C:14]2[CH:15]=[CH:16][CH:17]=[CH:18][CH:19]=2)=[CH:26][CH:25]=1)(=[O:29])=[O:28]. The catalyst class is: 2.